This data is from Full USPTO retrosynthesis dataset with 1.9M reactions from patents (1976-2016). The task is: Predict the reactants needed to synthesize the given product. (1) The reactants are: [C:1]([N:8]1[CH2:12][CH2:11][CH2:10][C@H:9]1[C:13]#[N:14])([O:3][C:4]([CH3:7])([CH3:6])[CH3:5])=[O:2].[CH3:15][O-:16].[Na+]. Given the product [C:4]([O:3][C:1]([N:8]1[CH2:12][CH2:11][CH2:10][C@H:9]1[C:13]([O:16][CH3:15])=[NH:14])=[O:2])([CH3:7])([CH3:6])[CH3:5], predict the reactants needed to synthesize it. (2) Given the product [NH:1]1[C:5]2[CH:6]=[CH:7][CH:8]=[C:9]([N:10]3[C:14]4=[N:15][CH:16]=[N:17][C:18]([NH:19][N:20]=[CH:21][C:22]5[CH:27]=[CH:26][N:25]=[CH:24][CH:23]=5)=[C:13]4[CH:12]=[N:11]3)[C:4]=2[N:3]=[CH:2]1, predict the reactants needed to synthesize it. The reactants are: [NH:1]1[C:5]2[CH:6]=[CH:7][CH:8]=[C:9]([N:10]3[C:14]4=[N:15][CH:16]=[N:17][C:18]([NH:19][NH2:20])=[C:13]4[CH:12]=[N:11]3)[C:4]=2[N:3]=[CH:2]1.[CH:21](=O)[C:22]1[CH:27]=[CH:26][N:25]=[CH:24][CH:23]=1.COC1N=C(N2C3=NC=NC(NN=CC4C=CN=CC=4)=C3C=N2)C=CC=1. (3) Given the product [ClH:43].[N+:46]([C:49]1[CH:50]=[CH:51][C:52]2[N:56]=[CH:55][N:54]([OH:64])[C:53]=2[CH:65]=1)([O-:48])=[O:47], predict the reactants needed to synthesize it. The reactants are: N1C2C=CC=CC=2NC=1C1C=CC(C2C=CC=CC=2C(N)=O)=CC=1.NN1C2C([N+]([O-])=O)=CC=CC=2N=C1O.CC(C)(C)C([Cl:43])=O.[N+:46]([C:49]1[CH:50]=[CH:51][C:52]2[N:56]=[C:55](C3C=CC(N)=CC=3)[N:54]([OH:64])[C:53]=2[CH:65]=1)([O-:48])=[O:47].C(O)(=O)CC(CC(O)=O)(C(O)=O)O. (4) Given the product [CH3:22][S:23]([NH:9][C:8]1[CH:10]=[C:4]([CH:5]=[CH:6][C:7]=1[O:11][CH2:12][CH2:13][N:14]1[CH2:19][CH2:18][O:17][CH2:16][CH2:15]1)[CH:3]=[O:2])(=[O:25])=[O:24], predict the reactants needed to synthesize it. The reactants are: C[O:2][CH:3](OC)[C:4]1[CH:5]=[CH:6][C:7]([O:11][CH2:12][CH2:13][N:14]2[CH2:19][CH2:18][O:17][CH2:16][CH2:15]2)=[C:8]([CH:10]=1)[NH2:9].[CH3:22][S:23](Cl)(=[O:25])=[O:24].N1C=CC=CC=1.Cl.C(=O)(O)[O-].[Na+].